This data is from Full USPTO retrosynthesis dataset with 1.9M reactions from patents (1976-2016). The task is: Predict the reactants needed to synthesize the given product. (1) The reactants are: [O:1]1[CH2:6][CH2:5][NH:4][C:3]2[CH:7]=[N:8][CH:9]=[CH:10][C:2]1=2.[CH3:11][O:12][C:13]1[CH:17]=[C:16]([C:18](Cl)=[O:19])[O:15][N:14]=1.C(N(CC)CC)C.O. Given the product [O:1]1[CH2:6][CH2:5][N:4]([C:18]([C:16]2[O:15][N:14]=[C:13]([O:12][CH3:11])[CH:17]=2)=[O:19])[C:3]2[CH:7]=[N:8][CH:9]=[CH:10][C:2]1=2, predict the reactants needed to synthesize it. (2) Given the product [F:1][C:2]([F:7])([F:6])[C:3]([OH:5])=[O:4].[F:20][C:18]1([F:21])[CH2:19][CH:16]([O:15][C:13]2[CH:14]=[C:9]([CH2:29][C:28]([O:27][C:23]([CH3:26])([CH3:25])[CH3:24])=[O:31])[CH:10]=[N:11][CH:12]=2)[CH2:17]1, predict the reactants needed to synthesize it. The reactants are: [F:1][C:2]([F:7])([F:6])[C:3]([OH:5])=[O:4].Br[C:9]1[CH:10]=[N:11][CH:12]=[C:13]([O:15][CH:16]2[CH2:19][C:18]([F:21])([F:20])[CH2:17]2)[CH:14]=1.[Cl-].[C:23]([O:27][C:28](=[O:31])[CH2:29][Zn+])([CH3:26])([CH3:25])[CH3:24].CCOCC. (3) Given the product [C:10](=[O:11])([O:12][CH2:13][CH:14]=[CH2:15])[O:8][CH2:7][CH2:6][CH2:5][CH2:4][CH2:3][CH2:2][Br:1], predict the reactants needed to synthesize it. The reactants are: [Br:1][CH2:2][CH2:3][CH2:4][CH2:5][CH2:6][CH2:7][OH:8].Cl[C:10]([O:12][CH2:13][CH:14]=[CH2:15])=[O:11].C(OCC)C.CCCCCC.CCOCC.